From a dataset of Full USPTO retrosynthesis dataset with 1.9M reactions from patents (1976-2016). Predict the reactants needed to synthesize the given product. (1) Given the product [CH3:8][C:7]1[CH:6]=[C:5]([CH2:9][CH2:10][C:11]([C:13]2[S:14][C:15]([CH3:24])=[C:16]3[CH2:21][C:20]([CH3:22])([CH3:23])[CH2:19][CH2:18][C:17]=23)=[O:12])[CH:4]=[C:3]([CH3:25])[C:2]=1[O:1][CH2:26][CH:28]1[CH2:29][O:30]1, predict the reactants needed to synthesize it. The reactants are: [OH:1][C:2]1[C:7]([CH3:8])=[CH:6][C:5]([CH2:9][CH2:10][C:11]([C:13]2[S:14][C:15]([CH3:24])=[C:16]3[CH2:21][C:20]([CH3:23])([CH3:22])[CH2:19][CH2:18][C:17]=23)=[O:12])=[CH:4][C:3]=1[CH3:25].[CH2:26]([CH:28]1[O:30][CH2:29]1)Cl. (2) Given the product [CH3:1][C@@H:2]1[CH2:3][N:4]([CH2:15][C:16]2[CH:20]=[CH:19][NH:18][N:17]=2)[CH2:5][C@H:6]([CH3:14])[N:7]1[C:8](=[O:13])[C:9]([F:10])([F:12])[F:11], predict the reactants needed to synthesize it. The reactants are: [CH3:1][C@H:2]1[N:7]([C:8](=[O:13])[C:9]([F:12])([F:11])[F:10])[C@@H:6]([CH3:14])[CH2:5][N:4]([CH2:15][C:16]2[CH:20]=[CH:19][N:18](C(OC(C)(C)C)=O)[N:17]=2)[CH2:3]1. (3) Given the product [Br:1][C:2]1[CH:12]=[CH:11][C:5]2[O:6][C:7]3[C:8](=[O:9])[NH:10][C:16]([CH2:17][N:21]4[CH2:27][CH2:26][CH2:25][C@@H:22]4[CH2:23][OH:24])=[N:14][C:13]=3[C:4]=2[CH:3]=1, predict the reactants needed to synthesize it. The reactants are: [Br:1][C:2]1[CH:12]=[CH:11][C:5]([O:6][CH2:7][C:8]([NH2:10])=[O:9])=[C:4]([C:13]#[N:14])[CH:3]=1.N1CCC[CH2:17][CH2:16]1.[NH:21]1[CH2:27][CH2:26][CH2:25][C@@H:22]1[CH2:23][OH:24]. (4) Given the product [NH2:18][C:19]1[CH:26]=[CH:25][CH:24]=[C:23]([O:15][CH2:14][CH:11]2[CH2:12][CH2:13][N:8]([CH2:7][C:6]3[CH:5]=[CH:4][C:3]([O:2][CH3:1])=[CH:17][CH:16]=3)[CH2:9][CH2:10]2)[C:20]=1[C:21]#[N:22], predict the reactants needed to synthesize it. The reactants are: [CH3:1][O:2][C:3]1[CH:17]=[CH:16][C:6]([CH2:7][N:8]2[CH2:13][CH2:12][CH:11]([CH2:14][OH:15])[CH2:10][CH2:9]2)=[CH:5][CH:4]=1.[NH2:18][C:19]1[CH:26]=[CH:25][CH:24]=[C:23](F)[C:20]=1[C:21]#[N:22]. (5) Given the product [CH3:1][O:2][C:3]1[CH:8]=[CH:7][CH:6]=[CH:5][C:4]=1[N:9]([CH2:21][C:22]([OH:24])=[O:23])[S:10]([C:13]1[C:14]([CH3:19])=[CH:15][CH:16]=[CH:17][CH:18]=1)(=[O:12])=[O:11], predict the reactants needed to synthesize it. The reactants are: [CH3:1][O:2][C:3]1[CH:8]=[CH:7][CH:6]=[CH:5][C:4]=1[NH:9][S:10]([C:13]1[CH:18]=[CH:17][CH:16]=[CH:15][C:14]=1[CH3:19])(=[O:12])=[O:11].Br[CH2:21][C:22]([O:24]C(C)(C)C)=[O:23]. (6) Given the product [OH:7][CH2:6][CH2:5][N:4]([CH2:1][C:12]1[C:11]([OH:18])=[CH:10][C:9]([CH3:8])=[C:17]2[C:13]=1[CH:14]=[CH:15][NH:16]2)[CH3:3], predict the reactants needed to synthesize it. The reactants are: [CH2:1]=O.[CH3:3][NH:4][CH2:5][CH2:6][OH:7].[CH3:8][C:9]1[CH:10]=[C:11]([OH:18])[CH:12]=[C:13]2[C:17]=1[NH:16][CH:15]=[CH:14]2. (7) Given the product [Cl:20][C:21]1[CH:26]=[CH:25][C:24]([CH2:27][C:28]([NH:1][N:2]2[N:11]=[C:10]([C:12]3[CH:17]=[CH:16][C:15]([Cl:18])=[CH:14][CH:13]=3)[C:9]3[C:4](=[CH:5][CH:6]=[CH:7][CH:8]=3)[C:3]2=[O:19])=[O:29])=[CH:23][C:22]=1[F:31], predict the reactants needed to synthesize it. The reactants are: [NH2:1][N:2]1[N:11]=[C:10]([C:12]2[CH:17]=[CH:16][C:15]([Cl:18])=[CH:14][CH:13]=2)[C:9]2[C:4](=[CH:5][CH:6]=[CH:7][CH:8]=2)[C:3]1=[O:19].[Cl:20][C:21]1[CH:26]=[CH:25][C:24]([CH2:27][C:28](Cl)=[O:29])=[CH:23][C:22]=1[F:31].